Dataset: HIV replication inhibition screening data with 41,000+ compounds from the AIDS Antiviral Screen. Task: Binary Classification. Given a drug SMILES string, predict its activity (active/inactive) in a high-throughput screening assay against a specified biological target. The molecule is O=C(O)CCSSCCCCS(=O)O.[NaH]. The result is 0 (inactive).